Predict the reactants needed to synthesize the given product. From a dataset of Full USPTO retrosynthesis dataset with 1.9M reactions from patents (1976-2016). (1) Given the product [NH2:1][C:2]1[CH:3]=[C:4]([CH:9]=[CH:10][C:11]=1[F:12])[C:5]([NH:22][CH2:21][C:16]1[CH:17]=[CH:18][C:19]([F:20])=[C:14]([F:13])[CH:15]=1)=[O:7], predict the reactants needed to synthesize it. The reactants are: [NH2:1][C:2]1[CH:3]=[C:4]([CH:9]=[CH:10][C:11]=1[F:12])[C:5]([O:7]C)=O.[F:13][C:14]1[CH:15]=[C:16]([CH2:21][NH2:22])[CH:17]=[CH:18][C:19]=1[F:20]. (2) Given the product [C:1]([O:5][C:6]([N:8]1[CH2:12][CH2:11][C@H:10]([N:13]2[CH2:17][CH2:16][CH2:15][C@H:14]2[CH3:18])[CH2:9]1)=[O:7])([CH3:4])([CH3:2])[CH3:3], predict the reactants needed to synthesize it. The reactants are: [C:1]([O:5][C:6]([N:8]1[CH2:12][CH2:11][C@H:10]([N:13]2[CH2:17][CH2:16][CH2:15][C@@H:14]2[CH3:18])[CH2:9]1)=[O:7])([CH3:4])([CH3:3])[CH3:2].C1(C)C=CC(S(O[C@@H]2CCN(C(O)=O)C2)(=O)=O)=CC=1.C[C@@H]1CCCN1. (3) Given the product [CH3:1][C:2]1[CH:7]=[CH:6][N:5]=[CH:4][C:3]=1[C:8](=[O:10])[CH2:9][Cl:11], predict the reactants needed to synthesize it. The reactants are: [CH3:1][C:2]1[CH:7]=[CH:6][N:5]=[CH:4][C:3]=1[C:8](=[O:10])[CH3:9].[Cl:11]N1C(=O)CCC1=O. (4) Given the product [CH3:38][CH:37]([CH3:39])[CH2:36][C@@H:32]([C:33](=[O:34])[NH:17][CH:15]([C:11]1[CH:12]=[CH:13][C:14]2[N:2]([CH3:1])[C:3]3[C:8]([C:9]=2[CH:10]=1)=[CH:7][CH:6]=[CH:5][CH:4]=3)[C:26](=[O:41])[NH:25][CH2:18][C:19]1[CH:24]=[CH:23][CH:22]=[CH:21][CH:20]=1)[CH2:31][C:29]([O:28][CH3:27])=[O:30], predict the reactants needed to synthesize it. The reactants are: [CH3:1][N:2]1[C:14]2[CH:13]=[CH:12][C:11]([CH:15]=O)=[CH:10][C:9]=2[C:8]2[C:3]1=[CH:4][CH:5]=[CH:6][CH:7]=2.[NH3:17].[CH2:18]([N+:25]#[C-:26])[C:19]1[CH:24]=[CH:23][CH:22]=[CH:21][CH:20]=1.[CH3:27][O:28][C:29]([CH2:31][C@@H:32]([CH2:36][CH:37]([CH3:39])[CH3:38])[C:33](O)=[O:34])=[O:30].C[OH:41]. (5) Given the product [Cl:1][C:2]1[CH:7]=[CH:6][CH:5]=[CH:4][C:3]=1[C@@H:8]([NH:11][C:12]([C:14]1[CH:15]=[C:16]2[C:20](=[CH:21][CH:22]=1)[NH:19][N:18]=[C:17]2[C:38]1[CH:39]=[CH:40][C:35]([O:34][CH:31]2[CH2:30][CH2:29][N:28]([CH:26]3[CH2:27][O:24][CH2:25]3)[CH2:33][CH2:32]2)=[CH:36][CH:37]=1)=[O:13])[CH2:9][CH3:10], predict the reactants needed to synthesize it. The reactants are: [Cl:1][C:2]1[CH:7]=[CH:6][CH:5]=[CH:4][C:3]=1[C@@H:8]([NH:11][C:12]([C:14]1[CH:15]=[C:16]2[C:20](=[CH:21][CH:22]=1)[NH:19][N:18]=[C:17]2I)=[O:13])[CH2:9][CH3:10].[O:24]1[CH2:27][CH:26]([N:28]2[CH2:33][CH2:32][CH:31]([O:34][C:35]3[CH:40]=[CH:39][C:38](B4OC(C)(C)C(C)(C)O4)=[CH:37][CH:36]=3)[CH2:30][CH2:29]2)[CH2:25]1.